From a dataset of hERG potassium channel inhibition data for cardiac toxicity prediction from Karim et al.. Regression/Classification. Given a drug SMILES string, predict its toxicity properties. Task type varies by dataset: regression for continuous values (e.g., LD50, hERG inhibition percentage) or binary classification for toxic/non-toxic outcomes (e.g., AMES mutagenicity, cardiotoxicity, hepatotoxicity). Dataset: herg_karim. (1) The molecule is COc1cc2c(ccc(=O)n2CCN2CCC(NCc3cc4c(cn3)OCCO4)CC2)cn1. The result is 0 (non-blocker). (2) The molecule is CCCCOCCOc1nc(-c2ccc(C(=O)O)c(F)c2)sc1C. The result is 0 (non-blocker). (3) The molecule is O=C(CCc1ccccc1)NC1CCC(O)(c2ccc(O)c(F)c2)CC1. The result is 0 (non-blocker). (4) The compound is C[S+]([O-])c1cccc(-c2ccc3ncc(-c4ccc(S(C)(=O)=O)cc4)n3n2)c1. The result is 1 (blocker). (5) The result is 0 (non-blocker). The molecule is O=c1cc(-c2ccccc2)oc2cc(O)cc(O)c12. (6) The drug is C[C@H](NC(=O)[C@@H](O)c1cc(F)cc(F)c1)C(=O)N[C@@H]1C(=O)N(C)c2ccccc2-c2ccccc21. The result is 0 (non-blocker). (7) The molecule is CCOc1cc2ncc(C(N)=O)c(Nc3cccc(Cl)c3Cl)c2cc1N1CCN(C(C)=O)CC1. The result is 1 (blocker).